This data is from Blood-brain barrier penetration binary classification data from Martins et al.. The task is: Regression/Classification. Given a drug SMILES string, predict its absorption, distribution, metabolism, or excretion properties. Task type varies by dataset: regression for continuous measurements (e.g., permeability, clearance, half-life) or binary classification for categorical outcomes (e.g., BBB penetration, CYP inhibition). Dataset: bbb_martins. The compound is CCC(=O)N(c1ccccc1)C1CCN(CCc2ccccc2)CC1. The result is 1 (penetrates BBB).